From a dataset of Catalyst prediction with 721,799 reactions and 888 catalyst types from USPTO. Predict which catalyst facilitates the given reaction. (1) Reactant: [C:1]([O:5][C:6]([NH:8][C@H:9]([C:38]([NH:40][CH2:41][CH2:42][CH2:43][CH2:44][O:45][C:46]1[CH:55]=[CH:54][CH:53]=[C:52]([OH:56])[C:47]=1[C:48]([O:50][CH3:51])=[O:49])=[O:39])[CH2:10][C:11]1[CH:16]=[CH:15][C:14]([N:17]([C:31](=[O:37])[C:32]([O:34]CC)=[O:33])[CH2:18][CH:19]([C:24]2[CH:29]=[CH:28][C:27]([OH:30])=[CH:26][CH:25]=2)[C:20]([O:22]C)=[O:21])=[CH:13][CH:12]=1)=[O:7])([CH3:4])([CH3:3])[CH3:2].[OH-].[Na+]. Product: [C:1]([O:5][C:6]([NH:8][C@H:9]([C:38]([NH:40][CH2:41][CH2:42][CH2:43][CH2:44][O:45][C:46]1[CH:55]=[CH:54][CH:53]=[C:52]([OH:56])[C:47]=1[C:48]([O:50][CH3:51])=[O:49])=[O:39])[CH2:10][C:11]1[CH:16]=[CH:15][C:14]([N:17]([C:31]([C:32]([OH:34])=[O:33])=[O:37])[CH2:18][CH:19]([C:20]([OH:22])=[O:21])[C:24]2[CH:25]=[CH:26][C:27]([OH:30])=[CH:28][CH:29]=2)=[CH:13][CH:12]=1)=[O:7])([CH3:4])([CH3:2])[CH3:3]. The catalyst class is: 8. (2) Reactant: [NH2:1][C:2]1[C:3]2[C:11](=[O:12])[CH:10]=[CH:9][NH:8][C:4]=2[N:5]=[CH:6][N:7]=1.Cl[CH2:14][C:15]1[N:19]([C:20]2[CH:25]=[CH:24][CH:23]=[CH:22][CH:21]=2)[C:18]2[CH:26]=[CH:27][CH:28]=[CH:29][C:17]=2[N:16]=1.C([O-])([O-])=O.[Cs+].[Cs+].[I-].[K+]. Product: [NH2:1][C:2]1[C:3]2[C:11](=[O:12])[CH:10]=[CH:9][N:8]([CH2:14][C:15]3[N:19]([C:20]4[CH:25]=[CH:24][CH:23]=[CH:22][CH:21]=4)[C:18]4[CH:26]=[CH:27][CH:28]=[CH:29][C:17]=4[N:16]=3)[C:4]=2[N:5]=[CH:6][N:7]=1. The catalyst class is: 3.